Dataset: Reaction yield outcomes from USPTO patents with 853,638 reactions. Task: Predict the reaction yield, written as a fraction of the theoretical maximum amount of product (1.0 means a 100% yield; for example, 0.34 means a 34% yield). (1) The reactants are [Br:1][C:2]1[CH:3]=[N:4][CH:5]=[C:6](Br)[CH:7]=1.[CH3:9][O-:10].[Na+]. The catalyst is CO.[Cu]. The product is [CH3:9][O:10][C:6]1[CH:7]=[C:2]([Br:1])[CH:3]=[N:4][CH:5]=1. The yield is 0.595. (2) The reactants are [CH3:1][C:2]1([CH3:23])[C:11]2[C:6](=[CH:7][C:8]([N+:14]([O-])=O)=[C:9]([O:12][CH3:13])[CH:10]=2)[N:5]([C:17](=[O:22])[CH2:18][N:19]([CH3:21])[CH3:20])[CH2:4][CH2:3]1.CO.[H][H]. The catalyst is C(OCC)(=O)C.O.[Pd]. The product is [CH3:21][N:19]([CH2:18][C:17]([N:5]1[C:6]2[C:11](=[CH:10][C:9]([O:12][CH3:13])=[C:8]([NH2:14])[CH:7]=2)[C:2]([CH3:23])([CH3:1])[CH2:3][CH2:4]1)=[O:22])[CH3:20]. The yield is 0.890.